The task is: Predict the reaction yield, written as a fraction of the theoretical maximum amount of product (1.0 means a 100% yield; for example, 0.34 means a 34% yield).. This data is from Reaction yield outcomes from USPTO patents with 853,638 reactions. (1) The reactants are C([O:3][C:4](=[O:33])[CH2:5][O:6][C:7]1[CH:12]=[CH:11][C:10]([O:13][CH2:14][C:15]2[C:19]([CH2:20][OH:21])=[C:18]([C:22]3[CH:27]=[CH:26][C:25]([C:28]([F:31])([F:30])[F:29])=[CH:24][CH:23]=3)[O:17][N:16]=2)=[CH:9][C:8]=1[CH3:32])C.[H-].[Na+].[CH3:36]I.[OH-].[Na+].Cl. The catalyst is O1CCCC1. The product is [CH3:36][O:21][CH2:20][C:19]1[C:15]([CH2:14][O:13][C:10]2[CH:11]=[CH:12][C:7]([O:6][CH2:5][C:4]([OH:3])=[O:33])=[C:8]([CH3:32])[CH:9]=2)=[N:16][O:17][C:18]=1[C:22]1[CH:27]=[CH:26][C:25]([C:28]([F:29])([F:30])[F:31])=[CH:24][CH:23]=1. The yield is 0.860. (2) The product is [CH2:1]([CH:3]([CH2:14][CH3:15])[CH2:4][C:5]1([C:11]([Cl:27])=[O:12])[CH2:10][CH2:9][CH2:8][CH2:7][CH2:6]1)[CH3:2]. The reactants are [CH2:1]([CH:3]([CH2:14][CH3:15])[CH2:4][C:5]1([C:11](O)=[O:12])[CH2:10][CH2:9][CH2:8][CH2:7][CH2:6]1)[CH3:2].C1(C(O)=O)CCCCC1.S(Cl)([Cl:27])=O.C(C(CC)CC1(C(OC(C2(CC(CC)CC)CCCCC2)=O)=O)CCCCC1)C. The yield is 0.929. The catalyst is C(N(CC)CC)C. (3) The reactants are [CH3:1][CH:2]([CH2:4][CH:5]([NH:31][C:32]([CH2:34][NH:35][C:36]([CH:38]([NH:47][C:48]([CH:50]([NH:53][C:54]([CH:56]([NH:67][C:68]([CH:70]([NH:77][C:78]([CH:80]1[NH:85][C:83](=[O:84])[CH2:82][CH2:81]1)=[O:79])[CH2:71][C:72]1[NH:76][CH:75]=[N:74][CH:73]=1)=[O:69])[CH2:57][C:58]1[C:66]2[C:61](=[CH:62][CH:63]=[CH:64][CH:65]=2)[NH:60][CH:59]=1)=[O:55])[CH2:51][OH:52])=[O:49])[CH2:39][C:40]1[CH:45]=[CH:44][C:43]([OH:46])=[CH:42][CH:41]=1)=[O:37])=[O:33])[C:6]([NH:8][CH:9]([C:17]([N:19]1[CH:23]([C:24]([NH:26][CH2:27][C:28]([NH2:30])=[O:29])=[O:25])[CH2:22][CH2:21][CH2:20]1)=[O:18])[CH2:10][CH2:11][CH2:12][N:13]=[C:14]([NH2:16])[NH2:15])=[O:7])[CH3:3].[CH2:86]([OH:119])[CH2:87][O:88][CH2:89][CH2:90][O:91][CH2:92][CH2:93][O:94][CH2:95][CH2:96][O:97][CH2:98][CH2:99][O:100][CH2:101][CH2:102][O:103][CH2:104][CH2:105][O:106][CH2:107][CH2:108][O:109][CH2:110][CH2:111][O:112][CH2:113][CH2:114][O:115][CH2:116][CH2:117][OH:118]. The catalyst is C(#N)C.O. The product is [CH3:3][CH:2]([CH2:4][CH:5]([NH:31][C:32]([CH2:34][NH:35][C:36]([CH:38]([NH:47][C:48]([CH:50]([NH:53][C:54]([CH:56]([NH:67][C:68]([CH:70]([NH:77][C:78]([CH:80]1[NH:85][C:83](=[O:84])[CH2:82][CH2:81]1)=[O:79])[CH2:71][C:72]1[NH:76][CH:75]=[N:74][CH:73]=1)=[O:69])[CH2:57][C:58]1[C:66]2[C:61](=[CH:62][CH:63]=[CH:64][CH:65]=2)[NH:60][CH:59]=1)=[O:55])[CH2:51][OH:52])=[O:49])[CH2:39][C:40]1[CH:41]=[CH:42][C:43]([OH:46])=[CH:44][CH:45]=1)=[O:37])=[O:33])[C:6]([NH:8][CH:9]([C:17]([N:19]1[CH:23]([C:24]([NH:26][CH2:27][C:28]([NH2:30])=[O:29])=[O:25])[CH2:22][CH2:21][CH2:20]1)=[O:18])[CH2:10][CH2:11][CH2:12][N:13]=[C:14]([NH2:16])[NH2:15])=[O:7])[CH3:1].[CH2:117]([OH:118])[CH2:116][O:115][CH2:114][CH2:113][O:112][CH2:111][CH2:110][O:109][CH2:108][CH2:107][O:106][CH2:105][CH2:104][O:103][CH2:102][CH2:101][O:100][CH2:99][CH2:98][O:97][CH2:96][CH2:95][O:94][CH2:93][CH2:92][O:91][CH2:90][CH2:89][O:88][CH2:87][CH2:86][OH:119]. The yield is 0.600. (4) The reactants are [Br:1][C:2]1[CH:8]=[CH:7][C:6]([CH3:9])=[CH:5][C:3]=1[NH2:4].C(O[CH:13]=[C:14]([C:20]([O:22][CH2:23][CH3:24])=[O:21])[C:15]([O:17][CH2:18][CH3:19])=[O:16])C. No catalyst specified. The product is [Br:1][C:2]1[CH:8]=[CH:7][C:6]([CH3:9])=[CH:5][C:3]=1[NH:4][CH:13]=[C:14]([C:15]([O:17][CH2:18][CH3:19])=[O:16])[C:20]([O:22][CH2:23][CH3:24])=[O:21]. The yield is 0.840. (5) The yield is 0.180. The reactants are [NH2:1][C:2]1[CH:3]=[C:4]([CH:21]=[CH:22][CH:23]=1)[O:5][C:6]1[CH:7]=[CH:8][C:9]2[N:10]([CH:12]=[C:13]([NH:15][C:16]([CH:18]3[CH2:20][CH2:19]3)=[O:17])[N:14]=2)[CH:11]=1.[C:24]1([CH:32]=O)[C:25]([CH:30]=[O:31])=[CH:26][CH:27]=[CH:28][CH:29]=1. The product is [O:31]=[C:30]1[C:25]2[C:24](=[CH:29][CH:28]=[CH:27][CH:26]=2)[CH2:32][N:1]1[C:2]1[CH:3]=[C:4]([CH:21]=[CH:22][CH:23]=1)[O:5][C:6]1[CH:7]=[CH:8][C:9]2[N:10]([CH:12]=[C:13]([NH:15][C:16]([CH:18]3[CH2:20][CH2:19]3)=[O:17])[N:14]=2)[CH:11]=1. The catalyst is C(O)(=O)C. (6) The reactants are [C:1]1([C@H:7]([NH:32][C:33]([O:35][C@@H:36]2[CH:41]3[CH2:42][CH2:43][N:38]([CH2:39][CH2:40]3)[CH2:37]2)=[O:34])[C:8]2[CH:9]=[C:10]([CH:29]=[CH:30][CH:31]=2)[O:11][CH2:12][C:13]2[CH:28]=[CH:27][C:16]([C:17]([N:19]3[CH2:22][CH:21]([C:23](OC)=[O:24])[CH2:20]3)=[O:18])=[CH:15][CH:14]=2)[CH:6]=[CH:5][CH:4]=[CH:3][CH:2]=1.[Li+].[OH-].Cl.[Cl:47][C:48]1[CH:49]=[N+:50]([O-:68])[CH:51]=[C:52]([Cl:67])[C:53]=1[CH2:54][C@@H:55]([C:57]1[CH:62]=[CH:61][C:60]([O:63][CH3:64])=[C:59]([O:65][CH3:66])[CH:58]=1)[OH:56].Cl.CN(C)CCCN=C=NCC. The catalyst is C1COCC1.CO.CN(C)C1C=CN=CC=1. The product is [Cl:67][C:52]1[CH:51]=[N+:50]([O-:68])[CH:49]=[C:48]([Cl:47])[C:53]=1[CH2:54][C@H:55]([O:56][C:23]([CH:21]1[CH2:22][N:19]([C:17](=[O:18])[C:16]2[CH:15]=[CH:14][C:13]([CH2:12][O:11][C:10]3[CH:29]=[CH:30][CH:31]=[C:8]([C@H:7]([C:1]4[CH:2]=[CH:3][CH:4]=[CH:5][CH:6]=4)[NH:32][C:33]([O:35][C@@H:36]4[CH:41]5[CH2:40][CH2:39][N:38]([CH2:43][CH2:42]5)[CH2:37]4)=[O:34])[CH:9]=3)=[CH:28][CH:27]=2)[CH2:20]1)=[O:24])[C:57]1[CH:62]=[CH:61][C:60]([O:63][CH3:64])=[C:59]([O:65][CH3:66])[CH:58]=1. The yield is 0.0300. (7) The reactants are [CH2:1]([N:3]([CH2:11][C:12]1[CH:13]=[N:14][CH:15]=[C:16]([C:19]2[CH:20]=[C:21]3[C:25](=[CH:26][CH:27]=2)[N:24]([CH:28]2[CH2:33][CH2:32][CH2:31][CH2:30][O:29]2)[N:23]=[C:22]3[C:34]2[NH:35][C:36]([C:39]([NH:41][CH2:42]C3C=NC=CC=3)=[O:40])=[CH:37][N:38]=2)[C:17]=1[CH3:18])[C:4](=[O:10])[O:5][C:6]([CH3:9])([CH3:8])[CH3:7])[CH3:2].C(OC(N(CC1C(C)=C(C2C=C3C(=CC=2)N(C2CCCCO2)N=C3C2NC(C(O)=O)=CN=2)C=NC=1)CC)=O)(C)(C)C.C(N(C(C)C)CC)(C)C.[N:99]1[CH:104]=[CH:103][CH:102]=[CH:101][C:100]=1[CH2:105][N:106]1[CH2:111]CN[CH2:108][CH2:107]1.CN(C(ON1N=NC2C=CC=NC1=2)=[N+](C)C)C.F[P-](F)(F)(F)(F)F. The catalyst is C(Cl)Cl. The product is [CH2:1]([N:3]([CH2:11][C:12]1[CH:13]=[N:14][CH:15]=[C:16]([C:19]2[CH:20]=[C:21]3[C:25](=[CH:26][CH:27]=2)[N:24]([CH:28]2[CH2:33][CH2:32][CH2:31][CH2:30][O:29]2)[N:23]=[C:22]3[C:34]2[NH:35][C:36]([C:39]([N:41]3[CH2:42][CH2:111][N:106]([CH2:105][C:100]4[CH:101]=[CH:102][CH:103]=[CH:104][N:99]=4)[CH2:107][CH2:108]3)=[O:40])=[CH:37][N:38]=2)[C:17]=1[CH3:18])[C:4](=[O:10])[O:5][C:6]([CH3:9])([CH3:8])[CH3:7])[CH3:2]. The yield is 0.440. (8) The reactants are [Cl:1]NC(=O)CCC(N)=O.CSC.[CH2:13]([O:20][C:21]1[C:26]([CH2:27]O)=[C:25]([CH2:29][CH3:30])[CH:24]=[C:23]([CH3:31])[N:22]=1)[C:14]1[CH:19]=[CH:18][CH:17]=[CH:16][CH:15]=1. The catalyst is ClCCl.[Cl-].[Na+].O. The product is [CH2:13]([O:20][C:21]1[C:26]([CH2:27][Cl:1])=[C:25]([CH2:29][CH3:30])[CH:24]=[C:23]([CH3:31])[N:22]=1)[C:14]1[CH:19]=[CH:18][CH:17]=[CH:16][CH:15]=1. The yield is 0.230. (9) The reactants are [O:1]1[C:5]2[CH:6]=[CH:7][C:8]([C:10]([OH:12])=O)=[CH:9][C:4]=2[O:3][CH2:2]1.[NH2:13][C@H:14]([CH:19]([CH3:21])[CH3:20])[C:15]([O:17][CH3:18])=[O:16]. No catalyst specified. The product is [O:3]1[C:4]2[CH:9]=[C:8]([C:10]([NH:13][C@H:14]([CH:19]([CH3:21])[CH3:20])[C:15]([O:17][CH3:18])=[O:16])=[O:12])[CH:7]=[CH:6][C:5]=2[O:1][CH2:2]1. The yield is 0.500.